This data is from Peptide-MHC class I binding affinity with 185,985 pairs from IEDB/IMGT. The task is: Regression. Given a peptide amino acid sequence and an MHC pseudo amino acid sequence, predict their binding affinity value. This is MHC class I binding data. (1) The peptide sequence is CYDAGCAWYEL. The MHC is Patr-A0901 with pseudo-sequence Patr-A0901. The binding affinity (normalized) is 0.319. (2) The peptide sequence is KLVDFRELNK. The MHC is HLA-B54:01 with pseudo-sequence HLA-B54:01. The binding affinity (normalized) is 0. (3) The binding affinity (normalized) is 0.152. The MHC is HLA-B35:01 with pseudo-sequence HLA-B35:01. The peptide sequence is TPDYPLIDI. (4) The peptide sequence is LTLKPCHAL. The MHC is HLA-A11:01 with pseudo-sequence HLA-A11:01. The binding affinity (normalized) is 0.0944. (5) The peptide sequence is NSNINVINY. The MHC is HLA-A26:01 with pseudo-sequence HLA-A26:01. The binding affinity (normalized) is 0.0847. (6) The peptide sequence is FIKPPLITL. The MHC is HLA-A02:01 with pseudo-sequence HLA-A02:01. The binding affinity (normalized) is 0.453. (7) The peptide sequence is IISTDQDTML. The MHC is HLA-A02:01 with pseudo-sequence HLA-A02:01. The binding affinity (normalized) is 0.163.